This data is from Catalyst prediction with 721,799 reactions and 888 catalyst types from USPTO. The task is: Predict which catalyst facilitates the given reaction. Reactant: [CH3:1][C:2]1[CH:3]=[C:4]([CH:6]=[C:7]([CH2:15][N:16]2[CH2:20][CH2:19][CH2:18][CH2:17]2)[C:8]=1[N:9]1[CH2:14][CH2:13][O:12][CH2:11][CH2:10]1)[NH2:5].Cl[C:22]1[C:31]2[C:26](=[CH:27][C:28]([Cl:32])=[CH:29][CH:30]=2)[N:25]=[CH:24][CH:23]=1.Cl. Product: [Cl:32][C:28]1[CH:27]=[C:26]2[C:31]([C:22]([NH:5][C:4]3[CH:6]=[C:7]([CH2:15][N:16]4[CH2:20][CH2:19][CH2:18][CH2:17]4)[C:8]([N:9]4[CH2:10][CH2:11][O:12][CH2:13][CH2:14]4)=[C:2]([CH3:1])[CH:3]=3)=[CH:23][CH:24]=[N:25]2)=[CH:30][CH:29]=1. The catalyst class is: 10.